Dataset: Full USPTO retrosynthesis dataset with 1.9M reactions from patents (1976-2016). Task: Predict the reactants needed to synthesize the given product. (1) The reactants are: [NH2:1][C:2]1[CH:7]=[CH:6][C:5]([N:8]([CH2:16][CH2:17][C:18]2[CH:23]=[CH:22][CH:21]=[C:20]([NH:24][C:25]([O:27][C:28]([CH3:31])([CH3:30])[CH3:29])=[O:26])[N:19]=2)[C:9](=[O:15])[O:10][C:11]([CH3:14])([CH3:13])[CH3:12])=[CH:4][CH:3]=1.[Cl:32][C:33]1[N:41]=[C:40]([CH3:42])[CH:39]=[CH:38][C:34]=1[C:35](O)=[O:36].ON1C2C=CC=CC=2N=N1.Cl.CN(C)CCCN=C=NCC. Given the product [C:28]([O:27][C:25]([NH:24][C:20]1[N:19]=[C:18]([CH2:17][CH2:16][N:8]([C:5]2[CH:4]=[CH:3][C:2]([NH:1][C:35]([C:34]3[C:33]([Cl:32])=[N:41][C:40]([CH3:42])=[CH:39][CH:38]=3)=[O:36])=[CH:7][CH:6]=2)[C:9](=[O:15])[O:10][C:11]([CH3:13])([CH3:14])[CH3:12])[CH:23]=[CH:22][CH:21]=1)=[O:26])([CH3:31])([CH3:30])[CH3:29], predict the reactants needed to synthesize it. (2) Given the product [F:1][C:2]([F:17])([CH:14]([F:16])[F:15])[CH2:3][O:4][C:5]1[CH:6]=[CH:7][C:8]([C:11]([Cl:21])=[O:12])=[N:9][CH:10]=1, predict the reactants needed to synthesize it. The reactants are: [F:1][C:2]([F:17])([CH:14]([F:16])[F:15])[CH2:3][O:4][C:5]1[CH:6]=[CH:7][C:8]([C:11](O)=[O:12])=[N:9][CH:10]=1.C(Cl)(=O)C([Cl:21])=O.CN(C)C=O.C1(C)C=CC=CC=1. (3) Given the product [C:35]([N:32]1[CH2:33][CH2:34][CH:29]([C:26]2[CH:27]=[CH:28][C:23]([C:39]3[CH:40]=[C:41]4[C:45](=[CH:46][C:47]=3[Cl:48])[NH:44][N:43]=[C:42]4[C:49]([OH:51])=[O:50])=[CH:24][CH:25]=2)[CH2:30][CH2:31]1)(=[O:37])[CH3:36], predict the reactants needed to synthesize it. The reactants are: CC1(C)COB(B2OCC(C)(C)CO2)OC1.C([O-])(=O)C.[K+].Br[C:23]1[CH:28]=[CH:27][C:26]([CH:29]2[CH2:34][CH2:33][N:32]([C:35](=[O:37])[CH3:36])[CH2:31][CH2:30]2)=[CH:25][CH:24]=1.Br[C:39]1[CH:40]=[C:41]2[C:45](=[CH:46][C:47]=1[Cl:48])[NH:44][N:43]=[C:42]2[C:49]([OH:51])=[O:50].C(=O)([O-])[O-].[K+].[K+]. (4) Given the product [CH2:14]([C:12]1[S:13][C:9]([C:2]2([OH:1])[CH2:7][CH2:6][CH:5]([N:16]3[CH2:19][CH:18]([NH:20][C:21]([CH2:23][NH:24][C:25](=[O:36])[C:26]4[CH:31]=[CH:30][CH:29]=[C:28]([C:32]([F:35])([F:33])[F:34])[CH:27]=4)=[O:22])[CH2:17]3)[CH2:4][CH2:3]2)=[CH:10][N:11]=1)[CH3:15], predict the reactants needed to synthesize it. The reactants are: [OH:1][C:2]1([C:9]2[S:13][C:12]([CH2:14][CH3:15])=[N:11][CH:10]=2)[CH2:7][CH2:6][C:5](=O)[CH2:4][CH2:3]1.[NH:16]1[CH2:19][CH:18]([NH:20][C:21]([CH2:23][NH:24][C:25](=[O:36])[C:26]2[CH:31]=[CH:30][CH:29]=[C:28]([C:32]([F:35])([F:34])[F:33])[CH:27]=2)=[O:22])[CH2:17]1. (5) Given the product [CH3:26][S:27]([O:1][CH2:2][C:3]1[CH:4]=[CH:5][CH:6]=[C:7]([NH:9][C:10]([O:11][C:12]([CH3:13])([CH3:15])[CH3:14])=[O:16])[N:8]=1)(=[O:29])=[O:28], predict the reactants needed to synthesize it. The reactants are: [OH:1][CH2:2][C:3]1[N:8]=[C:7]([NH:9][C:10](=[O:16])[O:11][C:12]([CH3:15])([CH3:14])[CH3:13])[CH:6]=[CH:5][CH:4]=1.CCN(C(C)C)C(C)C.[CH3:26][S:27](Cl)(=[O:29])=[O:28]. (6) Given the product [C:19]([O:22][C@@H:23]1[C@@H:35]([O:36][C:37](=[O:39])[CH3:38])[C@H:34]([O:40][C:41](=[O:43])[CH3:42])[C@@H:33]([CH2:44][O:45][C:46](=[O:48])[CH3:47])[O:32][C@H:24]1[O:16][C:11]1[CH:12]=[CH:13][CH:14]=[CH:15][C:10]=1[CH2:9][C:8]1[CH:17]=[CH:18][C:5]([O:4][CH2:1][CH:2]=[CH2:3])=[CH:6][CH:7]=1)(=[O:21])[CH3:20], predict the reactants needed to synthesize it. The reactants are: [CH2:1]([O:4][C:5]1[CH:18]=[CH:17][C:8]([CH2:9][C:10]2[CH:15]=[CH:14][CH:13]=[CH:12][C:11]=2[OH:16])=[CH:7][CH:6]=1)[CH:2]=[CH2:3].[C:19]([O:22][C@@H:23]1[C@@H:35]([O:36][C:37](=[O:39])[CH3:38])[C@H:34]([O:40][C:41](=[O:43])[CH3:42])[C@@H:33]([CH2:44][O:45][C:46](=[O:48])[CH3:47])[O:32][C@@H:24]1OC(=N)C(Cl)(Cl)Cl)(=[O:21])[CH3:20].C(=O)([O-])O.[Na+].